This data is from KCNQ2 potassium channel screen with 302,405 compounds. The task is: Binary Classification. Given a drug SMILES string, predict its activity (active/inactive) in a high-throughput screening assay against a specified biological target. (1) The drug is Clc1ccc(C2(O)N(N=C(C2)C(OC)=O)C(=O)c2ccc(cc2)C)cc1. The result is 1 (active). (2) The compound is S(Cc1ccc(cc1)C)c1oc(nn1)c1cc2OCOc2cc1. The result is 0 (inactive). (3) The drug is s1c(c(nc1NC)c1cc2CCN(c2cc1)C(=O)c1c(F)cccc1)C. The result is 0 (inactive). (4) The compound is S(=O)(=O)(Nc1ccc(O)cc1)c1c(cc(c(c1)C)C)C. The result is 1 (active).